This data is from Full USPTO retrosynthesis dataset with 1.9M reactions from patents (1976-2016). The task is: Predict the reactants needed to synthesize the given product. (1) Given the product [CH2:15]([C:17]([C:28]1[CH:33]=[CH:32][C:31](/[CH:34]=[CH:35]/[C:36]2([OH:43])[CH2:37][CH2:38][CH2:39][CH2:40][CH2:41][CH2:42]2)=[C:30]([CH3:44])[CH:29]=1)([C:20]1[CH:25]=[CH:24][C:23]([OH:26])=[C:22]([CH3:27])[CH:21]=1)[CH2:18][CH3:19])[CH3:16], predict the reactants needed to synthesize it. The reactants are: [H-].COCCO[Al+]OCCOC.[Na+].[H-].[CH2:15]([C:17]([C:28]1[CH:33]=[CH:32][C:31]([C:34]#[C:35][C:36]2([OH:43])[CH2:42][CH2:41][CH2:40][CH2:39][CH2:38][CH2:37]2)=[C:30]([CH3:44])[CH:29]=1)([C:20]1[CH:25]=[CH:24][C:23]([OH:26])=[C:22]([CH3:27])[CH:21]=1)[CH2:18][CH3:19])[CH3:16].C(OCC)(=O)C. (2) Given the product [CH3:27][CH:26]([OH:28])[C:29]1[CH:34]=[CH:33][CH:32]=[CH:31][CH:30]=1, predict the reactants needed to synthesize it. The reactants are: C1(P(C2C=CC=CC=2)C2C=CC=CC=2)C=CC=CC=1.O(C(C)(C)C)[Na].[C:26]([C:29]1[CH:34]=[CH:33][CH:32]=[CH:31][CH:30]=1)(=[O:28])[CH3:27]. (3) Given the product [F:1][C:2]1[C:7]([O:8][CH3:9])=[CH:6][CH:5]=[CH:4][C:3]=1[N:10]1[C:18](=[O:20])[C:17]2=[C:16]([CH3:23])[N:15]([C:24]3[CH:29]=[CH:28][C:27]([N+:30]([O-:32])=[O:31])=[CH:26][CH:25]=3)[N:14]=[C:13]2[NH:12][C:11]1=[O:33], predict the reactants needed to synthesize it. The reactants are: [F:1][C:2]1[C:7]([O:8][CH3:9])=[CH:6][CH:5]=[CH:4][C:3]=1[NH:10][C:11](=[O:33])[NH:12][C:13]1[C:17]([C:18]([O:20]CC)=O)=[C:16]([CH3:23])[N:15]([C:24]2[CH:29]=[CH:28][C:27]([N+:30]([O-:32])=[O:31])=[CH:26][CH:25]=2)[N:14]=1.C[O-].[Na+].Cl. (4) Given the product [NH2:1][C:2]1[C:7]([C:8]([O:10][CH2:11][CH3:12])=[O:9])=[CH:6][N:5]=[C:4]([N:15]2[CH2:16][CH:17]([C:19]([O:21][C:22]([CH3:25])([CH3:24])[CH3:23])=[O:20])[CH2:18]2)[C:3]=1[Cl:14], predict the reactants needed to synthesize it. The reactants are: [NH2:1][C:2]1[C:7]([C:8]([O:10][CH2:11][CH3:12])=[O:9])=[CH:6][N:5]=[C:4](Cl)[C:3]=1[Cl:14].[NH:15]1[CH2:18][CH:17]([C:19]([O:21][C:22]([CH3:25])([CH3:24])[CH3:23])=[O:20])[CH2:16]1.CCN(C(C)C)C(C)C. (5) Given the product [C:22]([O:21][C:19]([NH:7][C@@H:6]([CH2:5][CH2:4][C:3]([O:2][CH3:1])=[O:11])[C:8]([OH:10])=[O:9])=[O:20])([CH3:25])([CH3:24])[CH3:23], predict the reactants needed to synthesize it. The reactants are: [CH3:1][O:2][C:3](=[O:11])[CH2:4][CH2:5][C@@H:6]([C:8]([OH:10])=[O:9])[NH2:7].C(N(CC)CC)C.[C:19](O[C:19]([O:21][C:22]([CH3:25])([CH3:24])[CH3:23])=[O:20])([O:21][C:22]([CH3:25])([CH3:24])[CH3:23])=[O:20]. (6) The reactants are: [CH:1]1([CH2:6][CH:7]([C:11]2[CH:16]=[CH:15][C:14]([O:17][CH3:18])=[CH:13][CH:12]=2)[C:8]([OH:10])=O)[CH2:5][CH2:4][CH2:3][CH2:2]1.C(Cl)(=O)C(Cl)=O.[NH2:25][C:26]1[S:27][CH:28]=[CH:29][N:30]=1.C(N(CC)C(C)C)(C)C. Given the product [CH:1]1([CH2:6][CH:7]([C:11]2[CH:16]=[CH:15][C:14]([O:17][CH3:18])=[CH:13][CH:12]=2)[C:8]([NH:25][C:26]2[S:27][CH:28]=[CH:29][N:30]=2)=[O:10])[CH2:2][CH2:3][CH2:4][CH2:5]1, predict the reactants needed to synthesize it. (7) Given the product [C:20]1([CH:5]2[C:6]3([CH2:7][CH2:8][N:9]([C:12]4([C:18]5[CH:30]=[CH:31][CH:26]=[CH:27][CH:28]=5)[CH2:17][CH2:16][CH2:15][CH2:14][CH2:13]4)[CH2:10][CH2:11]3)[C:2](=[O:1])[NH:3][CH2:4]2)[CH:25]=[CH:24][CH:23]=[CH:22][CH:21]=1, predict the reactants needed to synthesize it. The reactants are: [O:1]=[C:2]1[C:6]2([CH2:11][CH2:10][N:9]([C:12]3([C:18]#N)[CH2:17][CH2:16][CH2:15][CH2:14][CH2:13]3)[CH2:8][CH2:7]2)[CH:5]([C:20]2[CH:25]=[CH:24][CH:23]=[CH:22][CH:21]=2)[CH2:4][NH:3]1.[C:26]1([Mg]Br)[CH:31]=[CH:30]C=[CH:28][CH:27]=1. (8) Given the product [CH2:9]([N:16]([CH3:17])[C:2]1[CH:7]=[CH:6][C:5]([OH:8])=[CH:4][CH:3]=1)[C:10]1[CH:15]=[CH:14][CH:13]=[CH:12][CH:11]=1, predict the reactants needed to synthesize it. The reactants are: Br[C:2]1[CH:7]=[CH:6][C:5]([OH:8])=[CH:4][CH:3]=1.[CH2:9]([NH:16][CH3:17])[C:10]1[CH:15]=[CH:14][CH:13]=[CH:12][CH:11]=1.